This data is from Full USPTO retrosynthesis dataset with 1.9M reactions from patents (1976-2016). The task is: Predict the reactants needed to synthesize the given product. The reactants are: [CH:1]1([CH:4]=O)[CH2:3][CH2:2]1.[CH3:6][C:7]([S@@:10]([NH2:12])=[O:11])([CH3:9])[CH3:8].S([O-])([O-])(=O)=O.[Mg+2].CC1C=CC(S([O-])(=O)=O)=CC=1.C1C=C[NH+]=CC=1. Given the product [CH:1]1(/[CH:4]=[N:12]/[S:10]([C:7]([CH3:9])([CH3:8])[CH3:6])=[O:11])[CH2:3][CH2:2]1, predict the reactants needed to synthesize it.